Task: Predict which catalyst facilitates the given reaction.. Dataset: Catalyst prediction with 721,799 reactions and 888 catalyst types from USPTO Reactant: [N:1]1[CH:6]=[CH:5][C:4]([C:7]2[N:12]=[C:11]3[N:13]([CH2:17][CH2:18][CH2:19][CH2:20][CH2:21][CH2:22][C:23]([O:25]CC)=[O:24])[CH2:14][CH2:15][CH2:16][C:10]3=[N:9][C:8]=2[C:28]2[CH:33]=[CH:32][C:31]([CH3:34])=[CH:30][CH:29]=2)=[CH:3][CH:2]=1.[Li+].[OH-]. Product: [N:1]1[CH:6]=[CH:5][C:4]([C:7]2[N:12]=[C:11]3[N:13]([CH2:17][CH2:18][CH2:19][CH2:20][CH2:21][CH2:22][C:23]([OH:25])=[O:24])[CH2:14][CH2:15][CH2:16][C:10]3=[N:9][C:8]=2[C:28]2[CH:29]=[CH:30][C:31]([CH3:34])=[CH:32][CH:33]=2)=[CH:3][CH:2]=1. The catalyst class is: 20.